From a dataset of NCI-60 drug combinations with 297,098 pairs across 59 cell lines. Regression. Given two drug SMILES strings and cell line genomic features, predict the synergy score measuring deviation from expected non-interaction effect. (1) Drug 1: CC1C(C(CC(O1)OC2CC(CC3=C2C(=C4C(=C3O)C(=O)C5=C(C4=O)C(=CC=C5)OC)O)(C(=O)C)O)N)O.Cl. Drug 2: CS(=O)(=O)CCNCC1=CC=C(O1)C2=CC3=C(C=C2)N=CN=C3NC4=CC(=C(C=C4)OCC5=CC(=CC=C5)F)Cl. Cell line: SK-OV-3. Synergy scores: CSS=16.5, Synergy_ZIP=-5.74, Synergy_Bliss=2.78, Synergy_Loewe=1.61, Synergy_HSA=4.10. (2) Drug 1: CCC1=C2CN3C(=CC4=C(C3=O)COC(=O)C4(CC)O)C2=NC5=C1C=C(C=C5)O. Drug 2: C(CCl)NC(=O)N(CCCl)N=O. Cell line: RPMI-8226. Synergy scores: CSS=26.9, Synergy_ZIP=-7.33, Synergy_Bliss=-0.953, Synergy_Loewe=-8.78, Synergy_HSA=0.946. (3) Drug 1: CCC1=C2CN3C(=CC4=C(C3=O)COC(=O)C4(CC)O)C2=NC5=C1C=C(C=C5)O. Drug 2: CCC1(C2=C(COC1=O)C(=O)N3CC4=CC5=C(C=CC(=C5CN(C)C)O)N=C4C3=C2)O.Cl. Cell line: TK-10. Synergy scores: CSS=31.1, Synergy_ZIP=-5.70, Synergy_Bliss=-0.724, Synergy_Loewe=0.631, Synergy_HSA=2.45. (4) Cell line: CCRF-CEM. Drug 2: CCC1(C2=C(COC1=O)C(=O)N3CC4=CC5=C(C=CC(=C5CN(C)C)O)N=C4C3=C2)O.Cl. Synergy scores: CSS=45.3, Synergy_ZIP=3.61, Synergy_Bliss=2.95, Synergy_Loewe=-43.7, Synergy_HSA=-0.900. Drug 1: C1=CN(C=N1)CC(O)(P(=O)(O)O)P(=O)(O)O. (5) Drug 1: CC1=C(C=C(C=C1)NC(=O)C2=CC=C(C=C2)CN3CCN(CC3)C)NC4=NC=CC(=N4)C5=CN=CC=C5. Drug 2: COC1=C2C(=CC3=C1OC=C3)C=CC(=O)O2. Cell line: SF-539. Synergy scores: CSS=9.38, Synergy_ZIP=-3.70, Synergy_Bliss=-4.04, Synergy_Loewe=-4.08, Synergy_HSA=-1.01.